This data is from Full USPTO retrosynthesis dataset with 1.9M reactions from patents (1976-2016). The task is: Predict the reactants needed to synthesize the given product. (1) Given the product [CH3:9][C:7]1[C:5]2[NH:6][C:14](=[O:16])[NH:10][C:4]=2[CH:3]=[C:2]([CH3:1])[CH:8]=1, predict the reactants needed to synthesize it. The reactants are: [CH3:1][C:2]1[CH:8]=[C:7]([CH3:9])[C:5]([NH2:6])=[C:4]([N+:10]([O-])=O)[CH:3]=1.Cl[C:14](Cl)([O:16]C(=O)OC(Cl)(Cl)Cl)Cl.O. (2) Given the product [OH:10][C:9]1[CH:8]=[C:7]([CH3:11])[O:6][C:5](=[O:12])[C:4]=1[C:1](=[O:3])[CH:2]=[CH:13][C:15]1[CH:20]=[CH:19][CH:18]=[C:17]([CH:21]=[CH:22][C:23]#[N:24])[CH:16]=1, predict the reactants needed to synthesize it. The reactants are: [C:1]([C:4]1[C:5](=[O:12])[O:6][C:7]([CH3:11])=[CH:8][C:9]=1[OH:10])(=[O:3])[CH3:2].[CH:13]([C:15]1[CH:16]=[C:17]([CH:21]=[CH:22][C:23]#[N:24])[CH:18]=[CH:19][CH:20]=1)=O.N1CCCCC1.O. (3) Given the product [CH3:1][C:2]1([CH3:9])[CH2:7][CH2:6][C:5](=[CH:10][OH:11])[C:4](=[O:8])[CH2:3]1, predict the reactants needed to synthesize it. The reactants are: [CH3:1][C:2]1([CH3:9])[CH2:7][CH2:6][CH2:5][C:4](=[O:8])[CH2:3]1.[CH:10](OCC)=[O:11]. (4) Given the product [CH3:1][O:2][C:3]1[CH:4]=[CH:5][C:6]([N:9]2[CH:10]([CH3:11])[C:12](=[O:14])[N:28]([C:25]3[CH:24]=[CH:23][C:22]([O:15][C:16]4[CH:21]=[CH:20][CH:19]=[CH:18][CH:17]=4)=[CH:27][CH:26]=3)[C:29]2=[S:30])=[CH:7][CH:8]=1, predict the reactants needed to synthesize it. The reactants are: [CH3:1][O:2][C:3]1[CH:8]=[CH:7][C:6]([NH:9][C@H:10]([C:12]([OH:14])=O)[CH3:11])=[CH:5][CH:4]=1.[O:15]([C:22]1[CH:27]=[CH:26][C:25]([N:28]=[C:29]=[S:30])=[CH:24][CH:23]=1)[C:16]1[CH:21]=[CH:20][CH:19]=[CH:18][CH:17]=1.